Dataset: Peptide-MHC class I binding affinity with 185,985 pairs from IEDB/IMGT. Task: Regression. Given a peptide amino acid sequence and an MHC pseudo amino acid sequence, predict their binding affinity value. This is MHC class I binding data. (1) The peptide sequence is IGYRLGMGK. The MHC is HLA-A23:01 with pseudo-sequence HLA-A23:01. The binding affinity (normalized) is 0.0847. (2) The peptide sequence is AGRAWENTI. The MHC is HLA-A24:02 with pseudo-sequence HLA-A24:02. The binding affinity (normalized) is 0.0247. (3) The peptide sequence is EDQLLPFMS. The MHC is HLA-B45:01 with pseudo-sequence HLA-B45:01. The binding affinity (normalized) is 0.240. (4) The peptide sequence is EPRVQLVPL. The MHC is HLA-A02:01 with pseudo-sequence HLA-A02:01. The binding affinity (normalized) is 0.213. (5) The peptide sequence is DSSLLNNQF. The MHC is H-2-Db with pseudo-sequence H-2-Db. The binding affinity (normalized) is 0.0872. (6) The peptide sequence is IYHPQQFVYA. The MHC is HLA-B44:03 with pseudo-sequence HLA-B44:03. The binding affinity (normalized) is 0.0536. (7) The peptide sequence is MRNTIMASK. The MHC is HLA-A29:02 with pseudo-sequence HLA-A29:02. The binding affinity (normalized) is 0.0847. (8) The peptide sequence is NLTEEMAAL. The MHC is HLA-A02:01 with pseudo-sequence HLA-A02:01. The binding affinity (normalized) is 0.797. (9) The peptide sequence is IVLPEKDSW. The MHC is HLA-A26:01 with pseudo-sequence HLA-A26:01. The binding affinity (normalized) is 0. (10) The peptide sequence is WLKHIEKNY. The MHC is HLA-B15:17 with pseudo-sequence HLA-B15:17. The binding affinity (normalized) is 0.0847.